This data is from Forward reaction prediction with 1.9M reactions from USPTO patents (1976-2016). The task is: Predict the product of the given reaction. (1) Given the reactants [CH3:1][N:2]([C:11]1[CH:16]=[CH:15][C:14]([N+:17]([O-])=O)=[CH:13][CH:12]=1)[C@@H:3]1[CH2:7][CH2:6][N:5]([C:8](=[O:10])[CH3:9])[CH2:4]1.[H][H], predict the reaction product. The product is: [NH2:17][C:14]1[CH:13]=[CH:12][C:11]([N:2]([CH3:1])[C@@H:3]2[CH2:7][CH2:6][N:5]([C:8](=[O:10])[CH3:9])[CH2:4]2)=[CH:16][CH:15]=1. (2) Given the reactants [F:1][C:2]1[CH:39]=[CH:38][CH:37]=[C:36]([F:40])[C:3]=1[CH2:4][O:5][C:6]1[C:7]2[N:8]([C:13]([C:17]([NH:19][CH2:20][C:21]([NH:25][C:26](=[O:35])[O:27]CC3C=CC=CC=3)([CH3:24])[CH2:22][F:23])=[O:18])=[C:14]([CH3:16])[N:15]=2)[CH:9]=[C:10]([CH3:12])[CH:11]=1, predict the reaction product. The product is: [CH:26]([OH:35])=[O:27].[NH2:25][C:21]([CH3:24])([CH2:22][F:23])[CH2:20][NH:19][C:17]([C:13]1[N:8]2[CH:9]=[C:10]([CH3:12])[CH:11]=[C:6]([O:5][CH2:4][C:3]3[C:2]([F:1])=[CH:39][CH:38]=[CH:37][C:36]=3[F:40])[C:7]2=[N:15][C:14]=1[CH3:16])=[O:18]. (3) Given the reactants Br[C:2]1[N:7]=[C:6]([NH:8][CH2:9][C:10]2([CH2:16][OH:17])[CH2:15][CH2:14][O:13][CH2:12][CH2:11]2)[CH:5]=[CH:4][CH:3]=1.[Cl:18][C:19]1[C:20](B(O)O)=[CH:21][C:22]([F:25])=[N:23][CH:24]=1, predict the reaction product. The product is: [Cl:18][C:19]1[C:20]([C:2]2[CH:3]=[CH:4][CH:5]=[C:6]([NH:8][CH2:9][C:10]3([CH2:16][OH:17])[CH2:15][CH2:14][O:13][CH2:12][CH2:11]3)[N:7]=2)=[CH:21][C:22]([F:25])=[N:23][CH:24]=1. (4) Given the reactants [NH2:1][C:2]1[C:7]([C:8]([C:10]2[CH:15]=[CH:14][CH:13]=[CH:12][C:11]=2[F:16])=[O:9])=[CH:6][CH:5]=[C:4](Cl)[N:3]=1.[CH2:18]([O:20][C:21]([N:23]1[CH2:28][CH2:27][CH:26]([NH2:29])[CH2:25][CH2:24]1)=[O:22])[CH3:19], predict the reaction product. The product is: [CH2:18]([O:20][C:21]([N:23]1[CH2:24][CH2:25][CH:26]([NH:29][C:4]2[CH:5]=[CH:6][C:7]([C:8](=[O:9])[C:10]3[CH:15]=[CH:14][CH:13]=[CH:12][C:11]=3[F:16])=[C:2]([NH2:1])[N:3]=2)[CH2:27][CH2:28]1)=[O:22])[CH3:19]. (5) Given the reactants N1C=CN=C1.[Cl:6][C:7]1[CH:8]=[C:9]2[C:14](=[CH:15][C:16]=1[O:17]C(=O)C)[O:13][CH2:12][CH:11]([C:21]1[CH:26]=[CH:25][C:24]([O:27]C(=O)C)=[CH:23][CH:22]=1)[C:10]2=[O:31], predict the reaction product. The product is: [Cl:6][C:7]1[CH:8]=[C:9]2[C:14](=[CH:15][C:16]=1[OH:17])[O:13][CH2:12][CH:11]([C:21]1[CH:26]=[CH:25][C:24]([OH:27])=[CH:23][CH:22]=1)[C:10]2=[O:31].